Task: Predict the product of the given reaction.. Dataset: Forward reaction prediction with 1.9M reactions from USPTO patents (1976-2016) (1) The product is: [CH:1]([N:4]([CH3:29])[C:5]1[C:6]([C:19]2[CH:20]=[C:21]3[C:25](=[CH:26][CH:27]=2)[NH:24][CH:23]=[C:22]3[CH3:28])=[N:7][C:8]2[C:13]([N:14]=1)=[CH:12][C:11]([C:15]([OH:17])=[O:16])=[CH:10][CH:9]=2)([CH3:3])[CH3:2]. Given the reactants [CH:1]([N:4]([CH3:29])[C:5]1[C:6]([C:19]2[CH:20]=[C:21]3[C:25](=[CH:26][CH:27]=2)[NH:24][CH:23]=[C:22]3[CH3:28])=[N:7][C:8]2[C:13]([N:14]=1)=[CH:12][C:11]([C:15]([O:17]C)=[O:16])=[CH:10][CH:9]=2)([CH3:3])[CH3:2].[OH-].[Na+].O, predict the reaction product. (2) Given the reactants [NH:1]1[C:5]([C:6]2[CH:7]=[C:8]([CH:10]=[CH:11][CH:12]=2)[NH2:9])=[N:4][N:3]=[N:2]1.[F:13][C:14]1[CH:15]=[C:16]([C:23](O)=[O:24])[C:17]2[NH:21][CH:20]=[N:19][C:18]=2[CH:22]=1, predict the reaction product. The product is: [NH:4]1[C:5]([C:6]2[CH:7]=[C:8]([NH:9][C:23]([C:16]3[C:17]4[NH:21][CH:20]=[N:19][C:18]=4[CH:22]=[C:14]([F:13])[CH:15]=3)=[O:24])[CH:10]=[CH:11][CH:12]=2)=[N:1][N:2]=[N:3]1.